Dataset: NCI-60 drug combinations with 297,098 pairs across 59 cell lines. Task: Regression. Given two drug SMILES strings and cell line genomic features, predict the synergy score measuring deviation from expected non-interaction effect. (1) Drug 1: CNC(=O)C1=NC=CC(=C1)OC2=CC=C(C=C2)NC(=O)NC3=CC(=C(C=C3)Cl)C(F)(F)F. Drug 2: C1=CC=C(C(=C1)C(C2=CC=C(C=C2)Cl)C(Cl)Cl)Cl. Cell line: NCI-H322M. Synergy scores: CSS=-1.04, Synergy_ZIP=-0.127, Synergy_Bliss=-0.795, Synergy_Loewe=-2.87, Synergy_HSA=-2.32. (2) Drug 1: CC12CCC(CC1=CCC3C2CCC4(C3CC=C4C5=CN=CC=C5)C)O. Drug 2: CCC1=C2CN3C(=CC4=C(C3=O)COC(=O)C4(CC)O)C2=NC5=C1C=C(C=C5)O. Cell line: SK-MEL-5. Synergy scores: CSS=24.8, Synergy_ZIP=1.00, Synergy_Bliss=1.80, Synergy_Loewe=-20.3, Synergy_HSA=-0.464. (3) Drug 1: CN1CCC(CC1)COC2=C(C=C3C(=C2)N=CN=C3NC4=C(C=C(C=C4)Br)F)OC. Drug 2: C(CN)CNCCSP(=O)(O)O. Cell line: HOP-62. Synergy scores: CSS=0.272, Synergy_ZIP=-1.12, Synergy_Bliss=-3.68, Synergy_Loewe=-5.53, Synergy_HSA=-4.04. (4) Drug 1: C1=CC(=C2C(=C1NCCNCCO)C(=O)C3=C(C=CC(=C3C2=O)O)O)NCCNCCO. Drug 2: CC(CN1CC(=O)NC(=O)C1)N2CC(=O)NC(=O)C2. Cell line: HCT116. Synergy scores: CSS=56.2, Synergy_ZIP=-3.21, Synergy_Bliss=-3.97, Synergy_Loewe=-1.06, Synergy_HSA=3.22.